From a dataset of Catalyst prediction with 721,799 reactions and 888 catalyst types from USPTO. Predict which catalyst facilitates the given reaction. (1) The catalyst class is: 55. Product: [CH:26]1([N:11]2[C:12]3[C:17](=[CH:16][C:15]([F:20])=[C:14]([N:21]4[CH2:25][CH2:24][CH2:23][CH2:22]4)[CH:13]=3)[C:18](=[O:19])[N:9]([OH:8])[C:10]2=[O:29])[CH2:28][CH2:27]1. Reactant: C([O:8][N:9]1[C:18](=[O:19])[C:17]2[C:12](=[CH:13][C:14]([N:21]3[CH2:25][CH2:24][CH2:23][CH2:22]3)=[C:15]([F:20])[CH:16]=2)[N:11]([CH:26]2[CH2:28][CH2:27]2)[C:10]1=[O:29])C1C=CC=CC=1.FC(F)(F)C([O-])=O.FC(F)(F)C([O-])=O.FC(F)(F)C([O-])=O.[B+3]. (2) Reactant: Br[C:2](Br)=[CH:3][C:4]1[CH:9]=[CH:8][C:7]([O:10][CH3:11])=[CH:6][CH:5]=1.C([Li])CCC.CCCCCC.[C:24](=[O:26])=[O:25].O. Product: [CH3:11][O:10][C:7]1[CH:8]=[CH:9][C:4]([CH:3]([CH3:2])[C:24]([OH:26])=[O:25])=[CH:5][CH:6]=1. The catalyst class is: 7. (3) Reactant: C[O:2][C:3](=[O:42])[C:4]1[CH:9]=[CH:8][C:7]([CH2:10][N:11]([C:13]2[C:14]([CH3:40])=[N:15][C:16]([O:19][CH2:20][C:21]3[N:22]([C:29]4[CH:34]=[CH:33][CH:32]=[CH:31][C:30]=4[O:35][C:36]([F:39])([F:38])[F:37])[N:23]=[N:24][C:25]=3[CH:26]([CH3:28])[CH3:27])=[CH:17][CH:18]=2)[CH3:12])=[CH:6][C:5]=1[CH3:41].[OH-].[Li+]. Product: [CH:26]([C:25]1[N:24]=[N:23][N:22]([C:29]2[CH:34]=[CH:33][CH:32]=[CH:31][C:30]=2[O:35][C:36]([F:39])([F:38])[F:37])[C:21]=1[CH2:20][O:19][C:16]1[N:15]=[C:14]([CH3:40])[C:13]([N:11]([CH2:10][C:7]2[CH:8]=[CH:9][C:4]([C:3]([OH:42])=[O:2])=[C:5]([CH3:41])[CH:6]=2)[CH3:12])=[CH:18][CH:17]=1)([CH3:28])[CH3:27]. The catalyst class is: 12. (4) Reactant: [F:1][C:2]1[CH:19]=[C:18]([N+:20]([O-:22])=[O:21])[CH:17]=[CH:16][C:3]=1[O:4][C:5]1[C:10]2=[C:11]([CH3:15])[C:12]([OH:14])=[CH:13][N:9]2[N:8]=[CH:7][N:6]=1.CCN(C(C)C)C(C)C.[CH2:32]([N:34]=[C:35]=[O:36])[CH3:33]. Product: [CH2:32]([NH:34][C:35](=[O:36])[O:14][C:12]1[C:11]([CH3:15])=[C:10]2[N:9]([CH:13]=1)[N:8]=[CH:7][N:6]=[C:5]2[O:4][C:3]1[CH:16]=[CH:17][C:18]([N+:20]([O-:22])=[O:21])=[CH:19][C:2]=1[F:1])[CH3:33]. The catalyst class is: 2. (5) Reactant: [NH2:1][C:2]1[N:7]=[CH:6][C:5]([C:8]2[C:9]3[CH2:23][CH2:22][N:21]([C@@:24]4([CH3:42])[CH2:28][CH2:27][N:26]([C:29](=[O:41])[C:30]([NH:33]C(=O)OC(C)(C)C)([CH3:32])[CH3:31])[CH2:25]4)[C:10]=3[N:11]=[C:12]([N:14]3[CH2:19][CH2:18][O:17][CH2:16][C@@H:15]3[CH3:20])[N:13]=2)=[CH:4][N:3]=1.Cl.O1CCOCC1.C1(C)C=CC=CC=1. Product: [NH2:33][C:30]([CH3:31])([CH3:32])[C:29]([N:26]1[CH2:27][CH2:28][C@@:24]([N:21]2[C:10]3[N:11]=[C:12]([N:14]4[CH2:19][CH2:18][O:17][CH2:16][C@@H:15]4[CH3:20])[N:13]=[C:8]([C:5]4[CH:4]=[N:3][C:2]([NH2:1])=[N:7][CH:6]=4)[C:9]=3[CH2:23][CH2:22]2)([CH3:42])[CH2:25]1)=[O:41]. The catalyst class is: 5. (6) Reactant: [C:1]([C:3]1[C:13]2[O:12][CH2:11][CH2:10][N:9]([C:14]([O:16][C:17]([CH3:20])([CH3:19])[CH3:18])=[O:15])[CH:8]([CH2:21][CH2:22][CH2:23][C:24]([O:26][CH2:27][CH3:28])=[O:25])[C:7]=2[CH:6]=[CH:5][CH:4]=1)#[N:2].Cl.[NH2:30][OH:31].C(=O)(O)[O-].[Na+]. Product: [CH2:27]([O:26][C:24](=[O:25])[CH2:23][CH2:22][CH2:21][CH:8]1[C:7]2[CH:6]=[CH:5][CH:4]=[C:3]([C:1]([NH:30][OH:31])=[NH:2])[C:13]=2[O:12][CH2:11][CH2:10][N:9]1[C:14]([O:16][C:17]([CH3:19])([CH3:20])[CH3:18])=[O:15])[CH3:28]. The catalyst class is: 8. (7) Reactant: Br[C:2]1[C:10]2[C:5](=[CH:6][CH:7]=[C:8]([N+:11]([O-:13])=[O:12])[CH:9]=2)[N:4]([C:14]([C:27]2[CH:32]=[CH:31][CH:30]=[CH:29][CH:28]=2)([C:21]2[CH:26]=[CH:25][CH:24]=[CH:23][CH:22]=2)[C:15]2[CH:20]=[CH:19][CH:18]=[CH:17][CH:16]=2)[N:3]=1.[F:33][C:34]1[CH:39]=[CH:38][C:37](B(O)O)=[CH:36][C:35]=1[CH2:43][OH:44].[O-]P([O-])([O-])=O.[K+].[K+].[K+]. Product: [F:33][C:34]1[CH:39]=[CH:38][C:37]([C:2]2[C:10]3[C:5](=[CH:6][CH:7]=[C:8]([N+:11]([O-:13])=[O:12])[CH:9]=3)[N:4]([C:14]([C:27]3[CH:32]=[CH:31][CH:30]=[CH:29][CH:28]=3)([C:21]3[CH:26]=[CH:25][CH:24]=[CH:23][CH:22]=3)[C:15]3[CH:20]=[CH:19][CH:18]=[CH:17][CH:16]=3)[N:3]=2)=[CH:36][C:35]=1[CH2:43][OH:44]. The catalyst class is: 117. (8) Reactant: C1(P(C2CCCCC2)C2CCCCC2)CCCCC1.[F:20][C:21]1[CH:30]=[C:29](B2OC(C)(C)C(C)(C)O2)[CH:28]=[C:27]2[C:22]=1[N:23]=[CH:24][CH:25]=[N:26]2.[CH3:40][O:41][C:42]([C:44]1[CH:49]=[CH:48][CH:47]=[CH:46][C:45]=1[NH:50][C:51]1[N:55]([C:56]2[CH:61]=[CH:60][CH:59]=[CH:58][C:57]=2[CH3:62])[N:54]=[C:53]([CH3:63])[C:52]=1Br)=[O:43].P([O-])([O-])([O-])=O.[K+].[K+].[K+]. Product: [CH3:40][O:41][C:42]([C:44]1[CH:49]=[CH:48][CH:47]=[CH:46][C:45]=1[NH:50][C:51]1[N:55]([C:56]2[CH:61]=[CH:60][CH:59]=[CH:58][C:57]=2[CH3:62])[N:54]=[C:53]([CH3:63])[C:52]=1[C:29]1[CH:28]=[C:27]2[C:22](=[C:21]([F:20])[CH:30]=1)[N:23]=[CH:24][CH:25]=[N:26]2)=[O:43]. The catalyst class is: 12.